Dataset: Catalyst prediction with 721,799 reactions and 888 catalyst types from USPTO. Task: Predict which catalyst facilitates the given reaction. (1) Reactant: C(OC(=O)C(NC(=O)C1C=CC(NC(OC(C)(C)C)=O)=CC=1)CC1C=CC(C2N=C(C3C=CC(NC(OC(C)(C)C)=O)=CC=3)ON=2)=CC=1F)C.CCN=C=NCCCN(C)C.[C:62]([O:66][C:67]([NH:69][C:70]1[CH:78]=[CH:77][C:73]([C:74](O)=[O:75])=[CH:72][CH:71]=1)=[O:68])([CH3:65])([CH3:64])[CH3:63].C([O:81][C:82](=[O:113])[CH:83]([NH:96][C:97](=[O:112])[C:98]1[CH:103]=[CH:102][C:101]([NH:104][C:105]([O:107][C:108]([CH3:111])([CH3:110])[CH3:109])=[O:106])=[CH:100][CH:99]=1)[CH2:84][C:85]1[CH:90]=[CH:89][C:88]([C:91](=[NH:94])[NH:92]O)=[C:87]([F:95])[CH:86]=1)C. Product: [C:108]([O:107][C:105]([NH:104][C:101]1[CH:102]=[CH:103][C:98]([C:97]([NH:96][CH:83]([CH2:84][C:85]2[CH:90]=[CH:89][C:88]([C:91]3[N:94]=[C:74]([C:73]4[CH:77]=[CH:78][C:70]([NH:69][C:67]([O:66][C:62]([CH3:65])([CH3:64])[CH3:63])=[O:68])=[CH:71][CH:72]=4)[O:75][N:92]=3)=[C:87]([F:95])[CH:86]=2)[C:82]([OH:113])=[O:81])=[O:112])=[CH:99][CH:100]=1)=[O:106])([CH3:111])([CH3:109])[CH3:110]. The catalyst class is: 2. (2) Reactant: [S:1]1[C:5]2[CH:6]=[CH:7][CH:8]=[CH:9][C:4]=2[N:3]=[C:2]1[NH:10][C:11]([C:13]1[CH:14]=[CH:15][CH:16]=[C:17]2[C:22]=1[CH2:21][N:20]([C:23]1[N:28]=[C:27]([C:29]([O:31][C:32]([CH3:35])([CH3:34])[CH3:33])=[O:30])[C:26]([C:36]3[CH:37]=[N:38][N:39]([CH2:41][C:42]4[CH:47]=[CH:46][C:45]([O:48]CC5C=CC=CC=5)=[CH:44][CH:43]=4)[CH:40]=3)=[CH:25][CH:24]=1)[CH2:19][CH2:18]2)=[O:12].[H][H]. Product: [S:1]1[C:5]2[CH:6]=[CH:7][CH:8]=[CH:9][C:4]=2[N:3]=[C:2]1[NH:10][C:11]([C:13]1[CH:14]=[CH:15][CH:16]=[C:17]2[C:22]=1[CH2:21][N:20]([C:23]1[N:28]=[C:27]([C:29]([O:31][C:32]([CH3:35])([CH3:34])[CH3:33])=[O:30])[C:26]([C:36]3[CH:37]=[N:38][N:39]([CH2:41][C:42]4[CH:43]=[CH:44][C:45]([OH:48])=[CH:46][CH:47]=4)[CH:40]=3)=[CH:25][CH:24]=1)[CH2:19][CH2:18]2)=[O:12]. The catalyst class is: 63. (3) Reactant: [NH2:1][C@H:2]([CH2:13][C:14]1[CH:19]=[CH:18][C:17]([C:20]([F:23])([F:22])[F:21])=[CH:16][CH:15]=1)[C:3]([O:5][CH2:6][C:7]1[CH:12]=[CH:11][CH:10]=[CH:9][CH:8]=1)=[O:4].C(N(C(C)C)CC)(C)C.[C:33]([O:37][C:38]([NH:40][CH2:41][CH2:42][N:43]([CH2:60][CH2:61][NH:62][C:63]([O:65][C:66]([CH3:69])([CH3:68])[CH3:67])=[O:64])[C:44](=[O:59])[CH2:45][CH2:46][C@H:47]([NH:51][C:52]([O:54][C:55]([CH3:58])([CH3:57])[CH3:56])=[O:53])[C:48](O)=[O:49])=[O:39])([CH3:36])([CH3:35])[CH3:34].CN(C(ON1N=NC2C=CC=CC1=2)=[N+](C)C)C.[B-](F)(F)(F)F. Product: [C:55]([O:54][C:52]([NH:51][C@H:47]([C:48](=[O:49])[NH:1][C@H:2]([CH2:13][C:14]1[CH:15]=[CH:16][C:17]([C:20]([F:21])([F:22])[F:23])=[CH:18][CH:19]=1)[C:3]([O:5][CH2:6][C:7]1[CH:8]=[CH:9][CH:10]=[CH:11][CH:12]=1)=[O:4])[CH2:46][CH2:45][C:44](=[O:59])[N:43]([CH2:42][CH2:41][NH:40][C:38]([O:37][C:33]([CH3:36])([CH3:35])[CH3:34])=[O:39])[CH2:60][CH2:61][NH:62][C:63](=[O:64])[O:65][C:66]([CH3:69])([CH3:67])[CH3:68])=[O:53])([CH3:56])([CH3:57])[CH3:58]. The catalyst class is: 2.